This data is from Catalyst prediction with 721,799 reactions and 888 catalyst types from USPTO. The task is: Predict which catalyst facilitates the given reaction. Reactant: [O-:1][C:2]#[N:3].[K+].[NH2:5][C:6]1[CH:11]=[CH:10][CH:9]=[CH:8][C:7]=1[OH:12]. Product: [OH:12][C:7]1[CH:8]=[CH:9][CH:10]=[CH:11][C:6]=1[NH:5][C:2]([NH2:3])=[O:1]. The catalyst class is: 211.